This data is from Forward reaction prediction with 1.9M reactions from USPTO patents (1976-2016). The task is: Predict the product of the given reaction. (1) Given the reactants [NH2:1][CH2:2][C:3]1[C:12](=[O:13])[C:11]2[C:6](=[CH:7][C:8]([O:14][CH3:15])=[CH:9][CH:10]=2)[N:5]([C:16]2[CH:21]=[CH:20][CH:19]=[CH:18][CH:17]=2)[C:4]=1[C:22]([O:24][CH3:25])=[O:23].[N:26]1[CH:31]=[CH:30][CH:29]=[C:28]([C:32](Cl)=[O:33])[CH:27]=1, predict the reaction product. The product is: [CH3:25][O:24][C:22]([C:4]1[N:5]([C:16]2[CH:17]=[CH:18][CH:19]=[CH:20][CH:21]=2)[C:6]2[C:11]([C:12](=[O:13])[C:3]=1[CH2:2][NH:1][C:32]([C:28]1[CH:27]=[N:26][CH:31]=[CH:30][CH:29]=1)=[O:33])=[CH:10][CH:9]=[C:8]([O:14][CH3:15])[CH:7]=2)=[O:23]. (2) Given the reactants CN(C)CCNC.[CH2:8]([Li])[CH2:9][CH2:10]C.[F:13][C:14]([F:24])([F:23])[C:15]1[CH:22]=[CH:21][C:18]([CH:19]=[O:20])=[CH:17][CH:16]=1.C(C=C)=[O:26], predict the reaction product. The product is: [F:13][C:14]([F:23])([F:24])[C:15]1[CH:22]=[CH:21][C:18]2[CH:19]([OH:26])[O:20][CH:8]([CH:9]=[CH2:10])[C:17]=2[CH:16]=1. (3) Given the reactants [Br:1][C:2]1[CH:22]=[CH:21][C:5]([O:6][CH:7]([C:12]2[CH:20]=[CH:19][C:15]([C:16](O)=[O:17])=[CH:14][CH:13]=2)[CH2:8][CH:9]([CH3:11])[CH3:10])=[CH:4][C:3]=1[CH:23]1[O:28][CH2:27][CH2:26][CH2:25][O:24]1.C(N(CC)CC)C.Cl.[CH3:37][O:38][C:39](=[O:43])[CH2:40][CH2:41][NH2:42].CCN=C=NCCCN(C)C, predict the reaction product. The product is: [CH3:37][O:38][C:39](=[O:43])[CH2:40][CH2:41][NH:42][C:16](=[O:17])[C:15]1[CH:19]=[CH:20][C:12]([CH:7]([O:6][C:5]2[CH:21]=[CH:22][C:2]([Br:1])=[C:3]([CH:23]3[O:28][CH2:27][CH2:26][CH2:25][O:24]3)[CH:4]=2)[CH2:8][CH:9]([CH3:11])[CH3:10])=[CH:13][CH:14]=1. (4) Given the reactants [F:1][C:2]1[CH:7]=[CH:6][C:5]([N:8]2[C:12]([C:13]3[CH:23]=[CH:22][C:16]4[O:17][CH2:18][C:19](=[O:21])[NH:20][C:15]=4[CH:14]=3)=[CH:11][C:10]([CH:24]=[O:25])=[N:9]2)=[CH:4][CH:3]=1.C[Si](C)(C)[C:28]([F:31])([F:30])[F:29].[F-].C([N+](CCCC)(CCCC)CCCC)CCC, predict the reaction product. The product is: [F:1][C:2]1[CH:7]=[CH:6][C:5]([N:8]2[C:12]([C:13]3[CH:23]=[CH:22][C:16]4[O:17][CH2:18][C:19](=[O:21])[NH:20][C:15]=4[CH:14]=3)=[CH:11][C:10]([CH:24]([OH:25])[C:28]([F:31])([F:30])[F:29])=[N:9]2)=[CH:4][CH:3]=1. (5) Given the reactants [CH3:1][C:2]([NH:5][CH2:6][CH:7]([OH:17])[C:8]1[CH:13]=[CH:12][C:11]([OH:14])=[C:10]([CH2:15][OH:16])[CH:9]=1)([CH3:4])[CH3:3].[NH2:18][CH2:19][CH2:20][S:21]([OH:24])(=[O:23])=[O:22].N[C@H](C(O)=O)CC(C)C, predict the reaction product. The product is: [CH3:4][C:2]([NH:5][CH2:6][CH:7]([OH:17])[C:8]1[CH:13]=[CH:12][C:11]([OH:14])=[C:10]([CH2:15][OH:16])[CH:9]=1)([CH3:1])[CH3:3].[NH2:18][CH2:19][CH2:20][S:21]([OH:24])(=[O:23])=[O:22]. (6) The product is: [O:45]=[C:36]1[C:37]2[C:38](=[CH:41][CH:42]=[CH:43][CH:44]=2)[C:39](=[O:40])[N:35]1[O:1][CH2:2][CH2:3][NH:4][C:5](=[O:14])[O:6][CH2:7][C:8]1[CH:9]=[CH:10][CH:11]=[CH:12][CH:13]=1. Given the reactants [OH:1][CH2:2][CH2:3][NH:4][C:5](=[O:14])[O:6][CH2:7][C:8]1[CH:13]=[CH:12][CH:11]=[CH:10][CH:9]=1.C1(P(C2C=CC=CC=2)C2C=CC=CC=2)C=CC=CC=1.O[N:35]1[C:39](=[O:40])[C:38]2=[CH:41][CH:42]=[CH:43][CH:44]=[C:37]2[C:36]1=[O:45].C1(C)C=CC=CC=1.N(C(OCC)=O)=NC(OCC)=O, predict the reaction product. (7) Given the reactants [CH3:1][C:2]1[N:3]=[CH:4][NH:5][CH:6]=1.[H-].[Na+].[CH3:9][Si:10]([CH2:13][CH2:14][O:15][CH2:16]Cl)([CH3:12])[CH3:11], predict the reaction product. The product is: [CH3:1][C:2]1[N:3]=[CH:4][N:5]([CH2:16][O:15][CH2:14][CH2:13][Si:10]([CH3:12])([CH3:11])[CH3:9])[CH:6]=1.